From a dataset of Full USPTO retrosynthesis dataset with 1.9M reactions from patents (1976-2016). Predict the reactants needed to synthesize the given product. (1) Given the product [CH3:21][O:16][C:15]([CH:10]1[CH2:11][CH2:12][CH2:13][CH2:14][C:9]1([C:1](=[O:8])[C:2]1[CH:3]=[CH:4][CH:5]=[CH:6][CH:7]=1)[OH:18])=[O:17], predict the reactants needed to synthesize it. The reactants are: [C:1]([C:9]1([OH:18])[CH2:14][CH2:13][CH2:12][CH2:11][CH:10]1[C:15]([OH:17])=[O:16])(=[O:8])[C:2]1[CH:7]=[CH:6][CH:5]=[CH:4][CH:3]=1.CO.[CH:21]1(N=C=NC2CCCCC2)CCCCC1. (2) Given the product [CH2:1]([O:3][C:4](=[O:16])[C:5]([S:6]([CH2:9][C:10]1[CH:11]=[CH:12][CH:13]=[CH:14][CH:15]=1)(=[O:8])=[O:7])=[N+:26]=[N-:27])[CH3:2], predict the reactants needed to synthesize it. The reactants are: [CH2:1]([O:3][C:4](=[O:16])[CH2:5][S:6]([CH2:9][C:10]1[CH:15]=[CH:14][CH:13]=[CH:12][CH:11]=1)(=[O:8])=[O:7])[CH3:2].C1(C)C=CC(S([N:26]=[N+:27]=[N-])(=O)=O)=CC=1.C(N(CC)CC)C. (3) Given the product [Cl:1][C:18]1[N:17]=[C:16]2[NH:14][CH:15]=[C:23]([C:22]([N:24]3[CH:41]4[CH2:42][CH2:34][N:25]([CH2:39][CH2:40]4)[CH2:33][CH2:32]3)=[O:43])[C:21]2=[CH:20][CH:19]=1, predict the reactants needed to synthesize it. The reactants are: [ClH:1].CN(C)CCCN=C=NCC.C[N:14]([C:16]1[CH:21]=[CH:20][CH:19]=[CH:18][N:17]=1)[CH3:15].[C:22](#[N:24])[CH3:23].[N:25]1([CH:34]2[CH2:42][CH2:41][CH2:40][CH2:39]CCCC2)[CH2:33][CH2:32]CCCCCN1.[OH2:43].